Regression. Given two drug SMILES strings and cell line genomic features, predict the synergy score measuring deviation from expected non-interaction effect. From a dataset of NCI-60 drug combinations with 297,098 pairs across 59 cell lines. (1) Drug 1: C1=C(C(=O)NC(=O)N1)F. Drug 2: CC1C(C(CC(O1)OC2CC(OC(C2O)C)OC3=CC4=CC5=C(C(=O)C(C(C5)C(C(=O)C(C(C)O)O)OC)OC6CC(C(C(O6)C)O)OC7CC(C(C(O7)C)O)OC8CC(C(C(O8)C)O)(C)O)C(=C4C(=C3C)O)O)O)O. Cell line: CCRF-CEM. Synergy scores: CSS=13.0, Synergy_ZIP=-10.0, Synergy_Bliss=-20.7, Synergy_Loewe=-21.1, Synergy_HSA=-20.9. (2) Drug 1: C1=NC2=C(N=C(N=C2N1C3C(C(C(O3)CO)O)O)F)N. Drug 2: CC1C(C(CC(O1)OC2CC(CC3=C2C(=C4C(=C3O)C(=O)C5=C(C4=O)C(=CC=C5)OC)O)(C(=O)CO)O)N)O.Cl. Synergy scores: CSS=6.15, Synergy_ZIP=-1.95, Synergy_Bliss=0.407, Synergy_Loewe=0, Synergy_HSA=1.07. Cell line: OVCAR-4. (3) Drug 1: CC1=C(N=C(N=C1N)C(CC(=O)N)NCC(C(=O)N)N)C(=O)NC(C(C2=CN=CN2)OC3C(C(C(C(O3)CO)O)O)OC4C(C(C(C(O4)CO)O)OC(=O)N)O)C(=O)NC(C)C(C(C)C(=O)NC(C(C)O)C(=O)NCCC5=NC(=CS5)C6=NC(=CS6)C(=O)NCCC[S+](C)C)O. Drug 2: C#CCC(CC1=CN=C2C(=N1)C(=NC(=N2)N)N)C3=CC=C(C=C3)C(=O)NC(CCC(=O)O)C(=O)O. Cell line: SN12C. Synergy scores: CSS=30.7, Synergy_ZIP=-7.10, Synergy_Bliss=-1.80, Synergy_Loewe=-0.448, Synergy_HSA=-0.948. (4) Drug 1: C(CN)CNCCSP(=O)(O)O. Drug 2: CCC1(C2=C(COC1=O)C(=O)N3CC4=CC5=C(C=CC(=C5CN(C)C)O)N=C4C3=C2)O.Cl. Cell line: MOLT-4. Synergy scores: CSS=49.8, Synergy_ZIP=1.45, Synergy_Bliss=0.489, Synergy_Loewe=-26.8, Synergy_HSA=1.03. (5) Synergy scores: CSS=22.4, Synergy_ZIP=-7.52, Synergy_Bliss=-6.41, Synergy_Loewe=-41.3, Synergy_HSA=-7.36. Drug 1: CC1=C2C(C(=O)C3(C(CC4C(C3C(C(C2(C)C)(CC1OC(=O)C(C(C5=CC=CC=C5)NC(=O)OC(C)(C)C)O)O)OC(=O)C6=CC=CC=C6)(CO4)OC(=O)C)OC)C)OC. Drug 2: C1CCN(CC1)CCOC2=CC=C(C=C2)C(=O)C3=C(SC4=C3C=CC(=C4)O)C5=CC=C(C=C5)O. Cell line: OVCAR-4. (6) Drug 1: CC1C(C(CC(O1)OC2CC(CC3=C2C(=C4C(=C3O)C(=O)C5=C(C4=O)C(=CC=C5)OC)O)(C(=O)C)O)N)O.Cl. Drug 2: CN(CC1=CN=C2C(=N1)C(=NC(=N2)N)N)C3=CC=C(C=C3)C(=O)NC(CCC(=O)O)C(=O)O. Cell line: SN12C. Synergy scores: CSS=26.8, Synergy_ZIP=-4.26, Synergy_Bliss=2.88, Synergy_Loewe=2.61, Synergy_HSA=3.12. (7) Drug 2: CC1CCC2CC(C(=CC=CC=CC(CC(C(=O)C(C(C(=CC(C(=O)CC(OC(=O)C3CCCCN3C(=O)C(=O)C1(O2)O)C(C)CC4CCC(C(C4)OC)OCCO)C)C)O)OC)C)C)C)OC. Drug 1: CCC1=CC2CC(C3=C(CN(C2)C1)C4=CC=CC=C4N3)(C5=C(C=C6C(=C5)C78CCN9C7C(C=CC9)(C(C(C8N6C)(C(=O)OC)O)OC(=O)C)CC)OC)C(=O)OC.C(C(C(=O)O)O)(C(=O)O)O. Synergy scores: CSS=53.3, Synergy_ZIP=-1.69, Synergy_Bliss=1.26, Synergy_Loewe=2.74, Synergy_HSA=3.87. Cell line: SW-620.